Dataset: Catalyst prediction with 721,799 reactions and 888 catalyst types from USPTO. Task: Predict which catalyst facilitates the given reaction. (1) Reactant: [F:1][C:2]1[C:41]([NH:42][S:43]([CH2:46][CH2:47][CH3:48])(=[O:45])=[O:44])=[CH:40][CH:39]=[C:38]([F:49])[C:3]=1[C:4]([NH:6][C:7]1[CH:8]=[C:9]2[CH:15]=[C:14]([C:16]3[CH2:21][CH2:20][N:19](C(OC(C)(C)C)=O)[CH2:18][CH:17]=3)[N:13]([S:29]([C:32]3[CH:37]=[CH:36][CH:35]=[CH:34][CH:33]=3)(=[O:31])=[O:30])[C:10]2=[N:11][CH:12]=1)=[O:5].FC(F)(F)C(O)=O. Product: [F:1][C:2]1[C:41]([NH:42][S:43]([CH2:46][CH2:47][CH3:48])(=[O:45])=[O:44])=[CH:40][CH:39]=[C:38]([F:49])[C:3]=1[C:4]([NH:6][C:7]1[CH:8]=[C:9]2[CH:15]=[C:14]([C:16]3[CH2:21][CH2:20][NH:19][CH2:18][CH:17]=3)[N:13]([S:29]([C:32]3[CH:37]=[CH:36][CH:35]=[CH:34][CH:33]=3)(=[O:30])=[O:31])[C:10]2=[N:11][CH:12]=1)=[O:5]. The catalyst class is: 2. (2) Reactant: [CH3:1][O:2][C:3]([C:5]1[CH:6]=[C:7]([C:19]2[CH:24]=[CH:23][CH:22]=[C:21]([C:25]#[N:26])[CH:20]=2)[C:8]([C:15]([F:18])([F:17])[F:16])=[CH:9][C:10]=1[NH:11]C(=O)C)=[O:4].O.S(=O)(=O)(O)O. Product: [CH3:1][O:2][C:3]([C:5]1[CH:6]=[C:7]([C:19]2[CH:24]=[CH:23][CH:22]=[C:21]([C:25]#[N:26])[CH:20]=2)[C:8]([C:15]([F:16])([F:17])[F:18])=[CH:9][C:10]=1[NH2:11])=[O:4]. The catalyst class is: 5. (3) Reactant: [CH2:1](Br)[C:2]([CH2:7]Br)([CH2:5]Br)[CH2:3]Br.[OH:10][C:11]1[CH:12]=[C:13]([CH:16]=[CH:17][CH:18]=1)[CH:14]=[O:15].[C:19](=[O:22])([O-])[O-].[K+].[K+].[I-].[Na+]. Product: [CH:14]([C:13]1[CH:12]=[C:11]([CH:18]=[CH:17][CH:16]=1)[O:10][CH2:1][C:2]([CH2:7][O:10][C:11]1[CH:12]=[CH:13][CH:16]=[C:17]([CH:19]=[O:22])[CH:18]=1)([CH2:5][O:10][C:11]1[CH:18]=[CH:17][CH:16]=[C:13]([CH:14]=[O:15])[CH:12]=1)[CH2:3][O:10][C:11]1[CH:18]=[CH:17][CH:16]=[C:13]([CH:14]=[O:15])[CH:12]=1)=[O:15]. The catalyst class is: 145. (4) Reactant: Br[C:2]1[CH:7]=[CH:6][C:5]([N+:8]([O-:10])=[O:9])=[CH:4][C:3]=1[O:11][CH3:12].CC1(C)C(C)(C)OB([C:21]2[CH2:27][CH:26]3[N:28]([C:29]([O:31][C:32]([CH3:35])([CH3:34])[CH3:33])=[O:30])[CH:23]([CH2:24][CH2:25]3)[CH:22]=2)O1.O1CCOCC1.C(=O)([O-])[O-].[K+].[K+]. Product: [CH3:12][O:11][C:3]1[CH:4]=[C:5]([N+:8]([O-:10])=[O:9])[CH:6]=[CH:7][C:2]=1[C:21]1[CH2:22][CH:23]2[N:28]([C:29]([O:31][C:32]([CH3:35])([CH3:34])[CH3:33])=[O:30])[CH:26]([CH2:25][CH2:24]2)[CH:27]=1. The catalyst class is: 6. (5) Reactant: C([O:8][C:9]1[CH:10]=[C:11]([N:15]2[C:19]3[N:20]=[C:21]([C:25]4[CH:30]=[CH:29][C:28]([O:31][CH3:32])=[C:27]([F:33])[CH:26]=4)[N:22]=[C:23]([CH3:24])[C:18]=3[C:17]3([CH2:35][CH2:34]3)[CH2:16]2)[CH:12]=[CH:13][CH:14]=1)C1C=CC=CC=1. Product: [F:33][C:27]1[CH:26]=[C:25]([C:21]2[N:22]=[C:23]([CH3:24])[C:18]3[C:17]4([CH2:34][CH2:35]4)[CH2:16][N:15]([C:11]4[CH:10]=[C:9]([OH:8])[CH:14]=[CH:13][CH:12]=4)[C:19]=3[N:20]=2)[CH:30]=[CH:29][C:28]=1[O:31][CH3:32]. The catalyst class is: 403. (6) Reactant: [C:1]([CH:3]([CH2:8][C:9]([CH3:12])([CH3:11])[CH3:10])[C:4](OC)=[O:5])#[N:2].O1CCCC1.[H-].C([Al+]CC(C)C)C(C)C.Cl. Product: [CH:4]([CH:3]([CH2:8][C:9]([CH3:12])([CH3:11])[CH3:10])[C:1]#[N:2])=[O:5]. The catalyst class is: 5. (7) Reactant: [C:1]1([CH:7]=[O:8])[CH2:6][CH2:5][CH2:4][CH2:3][CH:2]=1.C(O[CH2:13][CH:14]=[CH2:15])(=O)C.O.CCN(CC)CC.CC1C(C)=C(C)C(C)=C(C)C=1C. Product: [C:1]1([CH:7]([OH:8])[CH2:15][CH:14]=[CH2:13])[CH2:6][CH2:5][CH2:4][CH2:3][CH:2]=1. The catalyst class is: 12.